Dataset: Catalyst prediction with 721,799 reactions and 888 catalyst types from USPTO. Task: Predict which catalyst facilitates the given reaction. (1) Reactant: [Cl:1][C:2]1[CH:3]=[C:4]([C:21]#[N:22])[C:5]2[O:10][CH:9]([C:11]([F:14])([F:13])[F:12])[C:8]([C:15]([O:17]CC)=[O:16])=[CH:7][C:6]=2[CH:20]=1.[OH-].[Na+]. Product: [Cl:1][C:2]1[CH:3]=[C:4]([C:21]#[N:22])[C:5]2[O:10][CH:9]([C:11]([F:14])([F:13])[F:12])[C:8]([C:15]([OH:17])=[O:16])=[CH:7][C:6]=2[CH:20]=1. The catalyst class is: 219. (2) Reactant: C([Li])CCC.C(NC(C)C)(C)C.[Cl:13][C:14]1[CH:15]=[N:16][CH:17]=[C:18]([Cl:21])[C:19]=1[CH3:20].[CH:22]1([O:27][C:28]2[C:29]([O:38][CH3:39])=[N:30][CH:31]=[C:32]([CH:37]=2)[C:33](OC)=[O:34])[CH2:26][CH2:25][CH2:24][CH2:23]1.[Cl-].[NH4+]. Product: [CH:22]1([O:27][C:28]2[CH:37]=[C:32]([C:33](=[O:34])[CH2:20][C:19]3[C:18]([Cl:21])=[CH:17][N:16]=[CH:15][C:14]=3[Cl:13])[CH:31]=[N:30][C:29]=2[O:38][CH3:39])[CH2:23][CH2:24][CH2:25][CH2:26]1. The catalyst class is: 7. (3) Reactant: C(O[C:4]([C:6]1[S:10][C:9]([C:11]([CH3:14])([CH3:13])[CH3:12])=[N:8][C:7]=1[CH2:15][N:16]([CH2:23][C:24]1[CH:29]=[CH:28][C:27]([O:30][CH3:31])=[CH:26][C:25]=1[O:32][CH3:33])[CH2:17][C:18]([O:20][CH2:21][CH3:22])=[O:19])=[O:5])C.CC(C)([O-])C.[K+]. Product: [CH2:21]([O:20][C:18]([CH:17]1[N:16]([CH2:23][C:24]2[CH:29]=[CH:28][C:27]([O:30][CH3:31])=[CH:26][C:25]=2[O:32][CH3:33])[CH2:15][C:7]2[N:8]=[C:9]([C:11]([CH3:13])([CH3:14])[CH3:12])[S:10][C:6]=2[C:4]1=[O:5])=[O:19])[CH3:22]. The catalyst class is: 56. (4) Reactant: [CH:1]1([N:6]([CH3:33])[C:7]2[C:8]([CH3:32])=[C:9]([CH:23]=[C:24]([C:26]3[CH2:27][CH2:28][NH:29][CH2:30][CH:31]=3)[CH:25]=2)[C:10]([NH:12][CH2:13][C:14]2[C:15](=[O:22])[NH:16][C:17]([CH3:21])=[CH:18][C:19]=2[CH3:20])=[O:11])[CH2:5][CH2:4][CH2:3][CH2:2]1.C=O.[C:36]([BH3-])#N.[Na+]. Product: [CH:1]1([N:6]([CH3:33])[C:7]2[C:8]([CH3:32])=[C:9]([CH:23]=[C:24]([C:26]3[CH2:27][CH2:28][N:29]([CH3:36])[CH2:30][CH:31]=3)[CH:25]=2)[C:10]([NH:12][CH2:13][C:14]2[C:15](=[O:22])[NH:16][C:17]([CH3:21])=[CH:18][C:19]=2[CH3:20])=[O:11])[CH2:2][CH2:3][CH2:4][CH2:5]1. The catalyst class is: 5. (5) Reactant: O[CH:2]1[C:6]2[CH:7]=[C:8]([NH:13][C:14](=[O:20])[CH2:15][C:16]([CH3:19])([CH3:18])[CH3:17])[C:9]([CH3:12])=[C:10]([CH3:11])[C:5]=2[O:4][C:3]1([CH3:22])[CH3:21].[F:23][C:24]([F:34])([F:33])[O:25][C:26]1[CH:31]=[CH:30][CH:29]=[CH:28][C:27]=1[NH2:32]. Product: [F:23][C:24]([F:33])([F:34])[O:25][C:26]1[CH:31]=[CH:30][CH:29]=[CH:28][C:27]=1[NH:32][CH:2]1[C:6]2[CH:7]=[C:8]([NH:13][C:14](=[O:20])[CH2:15][C:16]([CH3:17])([CH3:19])[CH3:18])[C:9]([CH3:12])=[C:10]([CH3:11])[C:5]=2[O:4][C:3]1([CH3:21])[CH3:22]. The catalyst class is: 175. (6) Reactant: [CH3:1][O:2][C:3]1[CH:15]=[CH:14][C:13]2[C:12]3[C:7](=[CH:8][CH:9]=[CH:10][CH:11]=3)[NH:6][C:5]=2[CH:4]=1.Br[C:17]1[CH:22]=[C:21]([CH3:23])[CH:20]=[CH:19][N:18]=1.C1(P(C2CCCCC2)C2C=CC=CC=2C2C(OC)=CC=CC=2OC)CCCCC1.CC(C)([O-])C.[Na+]. Product: [CH3:1][O:2][C:3]1[CH:15]=[CH:14][C:13]2[C:12]3[C:7](=[CH:8][CH:9]=[CH:10][CH:11]=3)[N:6]([C:17]3[CH:22]=[C:21]([CH3:23])[CH:20]=[CH:19][N:18]=3)[C:5]=2[CH:4]=1. The catalyst class is: 187. (7) Reactant: [CH2:1]([O:8][C:9]1[CH:14]=[CH:13][C:12]([CH2:15]O)=[CH:11][C:10]=1[CH:17]([CH3:19])[CH3:18])[C:2]1[CH:7]=[CH:6][CH:5]=[CH:4][CH:3]=1.S(Cl)([Cl:22])=O. Product: [CH2:1]([O:8][C:9]1[CH:14]=[CH:13][C:12]([CH2:15][Cl:22])=[CH:11][C:10]=1[CH:17]([CH3:19])[CH3:18])[C:2]1[CH:7]=[CH:6][CH:5]=[CH:4][CH:3]=1. The catalyst class is: 4.